Predict the product of the given reaction. From a dataset of Forward reaction prediction with 1.9M reactions from USPTO patents (1976-2016). (1) Given the reactants [CH3:1][O:2][C:3](=[O:20])[CH:4]([O:18][CH3:19])[CH2:5][C:6]1[CH:11]=[CH:10][CH:9]=[C:8]([C:12]#[C:13][CH2:14][CH2:15][CH2:16]O)[CH:7]=1.C(Br)(Br)(Br)[Br:22].C1(P(C2C=CC=CC=2)C2C=CC=CC=2)C=CC=CC=1, predict the reaction product. The product is: [CH3:1][O:2][C:3](=[O:20])[CH:4]([O:18][CH3:19])[CH2:5][C:6]1[CH:11]=[CH:10][CH:9]=[C:8]([C:12]#[C:13][CH2:14][CH2:15][CH2:16][Br:22])[CH:7]=1. (2) Given the reactants [C:1]([O:4][C:5]1[CH:16]=[CH:15][C:8]2[S:9][CH:10]=[C:11]([C:12](O)=[O:13])[C:7]=2[CH:6]=1)(=[O:3])[CH3:2].S(Cl)([Cl:19])=O, predict the reaction product. The product is: [C:1]([O:4][C:5]1[CH:16]=[CH:15][C:8]2[S:9][CH:10]=[C:11]([C:12]([Cl:19])=[O:13])[C:7]=2[CH:6]=1)(=[O:3])[CH3:2]. (3) Given the reactants [O:1]1[CH2:6][CH2:5][CH:4]([OH:7])[CH2:3][CH2:2]1.[F:8][C:9]1[CH:14]=[C:13](O)[CH:12]=[C:11]([F:16])[C:10]=1[C:17]1[N:22]=[C:21]([C:23]([O:25][CH3:26])=[O:24])[CH:20]=[CH:19][CH:18]=1.C1C=CC(P(C2C=CC=CC=2)C2C=CC=CC=2)=CC=1.CC(OC(/N=N/C(OC(C)C)=O)=O)C, predict the reaction product. The product is: [F:8][C:9]1[CH:14]=[C:13]([O:7][CH:4]2[CH2:5][CH2:6][O:1][CH2:2][CH2:3]2)[CH:12]=[C:11]([F:16])[C:10]=1[C:17]1[N:22]=[C:21]([C:23]([O:25][CH3:26])=[O:24])[CH:20]=[CH:19][CH:18]=1. (4) Given the reactants [Cl:1][C:2]1[N:7]2[N:8]=[C:9]([C:21]3[CH:26]=[CH:25][C:24]([F:27])=[CH:23][CH:22]=3)[C:10]([C:11](=O)[C:12]#[C:13][C:14]3[CH:19]=[CH:18][CH:17]=[CH:16][CH:15]=3)=[C:6]2[CH:5]=[CH:4][CH:3]=1.Cl.[CH:29]1([NH:34][C:35]([NH2:37])=[NH:36])[CH2:33][CH2:32][CH2:31][CH2:30]1.C(=O)([O-])[O-].[K+].[K+], predict the reaction product. The product is: [Cl:1][C:2]1[N:7]2[N:8]=[C:9]([C:21]3[CH:26]=[CH:25][C:24]([F:27])=[CH:23][CH:22]=3)[C:10]([C:11]3[CH:12]=[C:13]([C:14]4[CH:19]=[CH:18][CH:17]=[CH:16][CH:15]=4)[N:37]=[C:35]([NH:34][CH:29]4[CH2:33][CH2:32][CH2:31][CH2:30]4)[N:36]=3)=[C:6]2[CH:5]=[CH:4][CH:3]=1. (5) Given the reactants [C:1]1(=[O:7])[O:6][C:4](=[O:5])[CH:3]=[CH:2]1.[Cl-].[Al+3].[Cl-].[Cl-].Cl.[CH:13]1[CH:18]=[CH:17][CH:16]=[CH:15][CH:14]=1, predict the reaction product. The product is: [C:1]([CH:2]=[CH:3][C:4]([OH:6])=[O:5])(=[O:7])[C:13]1[CH:18]=[CH:17][CH:16]=[CH:15][CH:14]=1. (6) Given the reactants Br[CH:2]([C:7]([C:9]1[CH:14]=[CH:13][C:12]([Cl:15])=[CH:11][CH:10]=1)=O)[CH2:3][C:4]([OH:6])=[O:5].[C:16]1([CH:22]([C:26]2[CH:31]=[CH:30][CH:29]=[CH:28][N:27]=2)[C:23]([NH2:25])=[S:24])[CH:21]=[CH:20][CH:19]=[CH:18][CH:17]=1, predict the reaction product. The product is: [Cl:15][C:12]1[CH:13]=[CH:14][C:9]([C:7]2[N:25]=[C:23]([CH:22]([C:16]3[CH:21]=[CH:20][CH:19]=[CH:18][CH:17]=3)[C:26]3[CH:31]=[CH:30][CH:29]=[CH:28][N:27]=3)[S:24][C:2]=2[CH2:3][C:4]([OH:6])=[O:5])=[CH:10][CH:11]=1.